Predict which catalyst facilitates the given reaction. From a dataset of Catalyst prediction with 721,799 reactions and 888 catalyst types from USPTO. (1) Reactant: [CH:1]1[C:10]2C(=CC=[CH:8][CH:9]=2)C=[CH:3][C:2]=1[S:11]([N:14]1[CH2:18][C@H:17]([S:19]C(C2C=CC=CC=2)(C2C=CC=CC=2)C2C=CC=CC=2)[CH2:16][C@H:15]1[CH2:39][NH2:40])(=[O:13])=[O:12].[C:41]1([CH3:49])[C:42]([CH:47]=O)=[CH:43][CH:44]=[CH:45][CH:46]=1.Cl[Sn]Cl.[BH3-]C#N.[Na+]. Product: [CH3:47][C:42]1[CH:43]=[CH:44][CH:45]=[CH:46][C:41]=1[CH2:49][NH:40][CH2:39][C@H:15]1[N:14]([S:11]([C:2]2[CH:3]=[CH:8][C:9]3[C:10](=[CH:10][CH:1]=[CH:2][CH:3]=3)[CH:1]=2)(=[O:13])=[O:12])[CH2:18][C@H:17]([SH:19])[CH2:16]1. The catalyst class is: 5. (2) Reactant: [C:1]([C:3]1[CH:4]=[CH:5][C:6]([CH3:12])=[C:7]([CH:11]=1)[C:8]([NH2:10])=[O:9])#[CH:2].Cl[C:14]1[C:19]([C:20]([F:23])([F:22])[F:21])=[CH:18][N:17]=[C:16]([NH:24][C:25]2[CH:30]=[CH:29][C:28]([N:31]3[CH2:36][CH2:35][N:34]([C:37]([O:39][C:40]([CH3:43])([CH3:42])[CH3:41])=[O:38])[CH2:33][CH2:32]3)=[CH:27][CH:26]=2)[N:15]=1.C1(P(C2C=CC=CC=2)C2C=CC=CC=2)C=CC=CC=1.C(N(CC)CC)C. Product: [C:8]([C:7]1[CH:11]=[C:3]([C:1]#[C:2][C:18]2[C:19]([C:20]([F:22])([F:21])[F:23])=[CH:14][N:15]=[C:16]([NH:24][C:25]3[CH:26]=[CH:27][C:28]([N:31]4[CH2:32][CH2:33][N:34]([C:37]([O:39][C:40]([CH3:43])([CH3:42])[CH3:41])=[O:38])[CH2:35][CH2:36]4)=[CH:29][CH:30]=3)[N:17]=2)[CH:4]=[CH:5][C:6]=1[CH3:12])(=[O:9])[NH2:10]. The catalyst class is: 538. (3) Reactant: [CH2:1]([O:19][CH2:20][CH:21]([OH:32])[CH2:22][O:23][CH2:24][CH2:25][CH2:26][CH2:27][CH2:28][CH2:29][CH2:30][CH3:31])[CH2:2][CH2:3][CH2:4][CH2:5][CH2:6][CH2:7][CH2:8]/[CH:9]=[CH:10]\[CH2:11]/[CH:12]=[CH:13]\[CH2:14][CH2:15][CH2:16][CH2:17][CH3:18].C([Zn][CH2:36][CH3:37])C.ICI.S([O-])([O-])(=O)=O.[Na+].[Na+]. Product: [CH2:24]([O:23][CH2:22][CH:21]([OH:32])[CH2:20][O:19][CH2:1][CH2:2][CH2:3][CH2:4][CH2:5][CH2:6][CH2:7][CH2:8][CH:9]1[CH2:10][CH:11]1[CH2:12][CH:13]1[CH2:14][CH:15]1[CH2:16][CH2:17][CH2:18][CH2:36][CH3:37])[CH2:25][CH2:26][CH2:27][CH2:28][CH2:29][CH2:30][CH3:31]. The catalyst class is: 635. (4) Product: [CH3:20][O:21][C:22](=[O:31])[C:23]1[CH:28]=[CH:27][C:26]([CH2:29][O:17][C:8]2[C:7]([C:18]#[N:19])=[C:6]([C:3]3[CH:4]=[CH:5][O:1][CH:2]=3)[CH:11]=[C:10]([C:12]3[S:13][CH:14]=[CH:15][CH:16]=3)[N:9]=2)=[CH:25][CH:24]=1. Reactant: [O:1]1[CH:5]=[CH:4][C:3]([C:6]2[CH:11]=[C:10]([C:12]3[S:13][CH:14]=[CH:15][CH:16]=3)[NH:9][C:8](=[O:17])[C:7]=2[C:18]#[N:19])=[CH:2]1.[CH3:20][O:21][C:22](=[O:31])[C:23]1[CH:28]=[CH:27][C:26]([CH2:29]Br)=[CH:25][CH:24]=1.C(=O)([O-])[O-].[K+].[K+].[I-].[Na+]. The catalyst class is: 95. (5) Reactant: [CH3:1][O:2][C:3]1[CH:4]=[C:5]([CH:11]([C:13]2[C:14]([S:32]([CH3:35])(=[O:34])=[O:33])=[C:15]([NH:25][C:26]3[CH:31]=[CH:30][CH:29]=[CH:28][CH:27]=3)[CH:16]=[C:17]([N:19]3[CH2:24][CH2:23][NH:22][CH2:21][CH2:20]3)[CH:18]=2)[CH3:12])[CH:6]=[C:7]([O:9][CH3:10])[CH:8]=1.[ClH:36]. Product: [ClH:36].[CH3:1][O:2][C:3]1[CH:4]=[C:5]([CH:11]([C:13]2[C:14]([S:32]([CH3:35])(=[O:33])=[O:34])=[C:15]([NH:25][C:26]3[CH:27]=[CH:28][CH:29]=[CH:30][CH:31]=3)[CH:16]=[C:17]([N:19]3[CH2:20][CH2:21][NH:22][CH2:23][CH2:24]3)[CH:18]=2)[CH3:12])[CH:6]=[C:7]([O:9][CH3:10])[CH:8]=1. The catalyst class is: 268. (6) Reactant: [CH:1]1([CH2:6][N:7]([CH2:29][CH3:30])[C:8]2[C:9]([CH2:16][NH:17][C:18]3[N:23]=[CH:22][C:21]([O:24][CH2:25][CH2:26][S:27][CH3:28])=[CH:20][N:19]=3)=[N:10][C:11]([O:14][CH3:15])=[CH:12][CH:13]=2)[CH2:5][CH2:4][CH2:3][CH2:2]1.[H-].[Na+].Br[CH2:34][C:35]1[CH:36]=[C:37]([CH:40]=[C:41]([C:43]([F:46])([F:45])[F:44])[CH:42]=1)[C:38]#[N:39].O. Product: [CH:1]1([CH2:6][N:7]([CH2:29][CH3:30])[C:8]2[C:9]([CH2:16][N:17]([C:18]3[N:23]=[CH:22][C:21]([O:24][CH2:25][CH2:26][S:27][CH3:28])=[CH:20][N:19]=3)[CH2:34][C:35]3[CH:36]=[C:37]([CH:40]=[C:41]([C:43]([F:44])([F:45])[F:46])[CH:42]=3)[C:38]#[N:39])=[N:10][C:11]([O:14][CH3:15])=[CH:12][CH:13]=2)[CH2:5][CH2:4][CH2:3][CH2:2]1. The catalyst class is: 9. (7) Reactant: [Cl:1][C:2]1[CH:7]=[CH:6][C:5]([CH2:8][CH2:9][O:10][C:11]2[CH:18]=[CH:17][C:14]([CH:15]=O)=[CH:13][CH:12]=2)=[CH:4][CH:3]=1.[CH2:19]([NH:23][C:24]1[C:25]([NH2:48])=[C:26]([O:39][CH2:40][CH2:41][CH2:42][N:43]([CH2:46][CH3:47])[CH2:44][CH3:45])[CH:27]=[C:28]([O:30][CH2:31][CH2:32][CH2:33][N:34]([CH2:37][CH3:38])[CH2:35][CH3:36])[CH:29]=1)[CH2:20][CH2:21][CH3:22]. Product: [CH2:19]([N:23]1[C:24]2[CH:29]=[C:28]([O:30][CH2:31][CH2:32][CH2:33][N:34]([CH2:35][CH3:36])[CH2:37][CH3:38])[CH:27]=[C:26]([O:39][CH2:40][CH2:41][CH2:42][N:43]([CH2:46][CH3:47])[CH2:44][CH3:45])[C:25]=2[N:48]=[C:15]1[C:14]1[CH:17]=[CH:18][C:11]([O:10][CH2:9][CH2:8][C:5]2[CH:6]=[CH:7][C:2]([Cl:1])=[CH:3][CH:4]=2)=[CH:12][CH:13]=1)[CH2:20][CH2:21][CH3:22]. The catalyst class is: 8. (8) The catalyst class is: 6. Reactant: [CH3:1][C:2]1[N:7]=[CH:6][C:5]([CH2:8][CH2:9][N:10]([C:12]2[CH:17]=[CH:16][C:15]([CH3:18])=[CH:14][CH:13]=2)N)=[CH:4][CH:3]=1.Cl.C(O[CH:23](OCC)[CH2:24][CH2:25][CH2:26][NH:27][CH3:28])C. Product: [CH3:28][NH:27][CH2:26][CH2:25][C:24]1[C:17]2[C:12](=[CH:13][CH:14]=[C:15]([CH3:18])[CH:16]=2)[N:10]([CH2:9][CH2:8][C:5]2[CH:6]=[N:7][C:2]([CH3:1])=[CH:3][CH:4]=2)[CH:23]=1. (9) Reactant: [C:1]([C:4]([CH3:33])([CH3:32])[CH:5]([NH:9][C:10]([C:12]1[C:20]2[C:15](=[N:16][CH:17]=[C:18]([CH:21]3[CH2:23][CH2:22]3)[N:19]=2)[N:14](COCC[Si](C)(C)C)[CH:13]=1)=[O:11])[CH:6]1[CH2:8][CH2:7]1)(=[O:3])[NH2:2].C(O)(C(F)(F)F)=O. Product: [C:1]([C:4]([CH3:33])([CH3:32])[CH:5]([NH:9][C:10]([C:12]1[C:20]2[C:15](=[N:16][CH:17]=[C:18]([CH:21]3[CH2:22][CH2:23]3)[N:19]=2)[NH:14][CH:13]=1)=[O:11])[CH:6]1[CH2:7][CH2:8]1)(=[O:3])[NH2:2]. The catalyst class is: 2. (10) Reactant: C([O:8][C:9]1[CH:14]=[CH:13][C:12]([CH2:15][C:16]2[C:17]([O:24][C@@H:25]3[O:51][C@H:50]([CH2:52][O:53][C:54](=[O:59])[C:55]([CH3:58])([CH3:57])[CH3:56])[C@@H:42]([O:43][C:44](=[O:49])[C:45]([CH3:48])([CH3:47])[CH3:46])[C@H:34]([O:35][C:36](=[O:41])[C:37]([CH3:40])([CH3:39])[CH3:38])[C@H:26]3[O:27][C:28](=[O:33])[C:29]([CH3:32])([CH3:31])[CH3:30])=[N:18][NH:19][C:20]=2[CH:21]([CH3:23])[CH3:22])=[C:11]([CH3:60])[CH:10]=1)C1C=CC=CC=1. Product: [OH:8][C:9]1[CH:14]=[CH:13][C:12]([CH2:15][C:16]2[C:17]([O:24][C@@H:25]3[O:51][C@H:50]([CH2:52][O:53][C:54](=[O:59])[C:55]([CH3:58])([CH3:57])[CH3:56])[C@@H:42]([O:43][C:44](=[O:49])[C:45]([CH3:47])([CH3:46])[CH3:48])[C@H:34]([O:35][C:36](=[O:41])[C:37]([CH3:38])([CH3:39])[CH3:40])[C@H:26]3[O:27][C:28](=[O:33])[C:29]([CH3:32])([CH3:30])[CH3:31])=[N:18][NH:19][C:20]=2[CH:21]([CH3:23])[CH3:22])=[C:11]([CH3:60])[CH:10]=1. The catalyst class is: 457.